Dataset: Reaction yield outcomes from USPTO patents with 853,638 reactions. Task: Predict the reaction yield, written as a fraction of the theoretical maximum amount of product (1.0 means a 100% yield; for example, 0.34 means a 34% yield). (1) The reactants are [C:1](O)(=[O:5])[C:2](C)=[CH2:3].C[C:8](=[CH2:17])[C:9]([O:11][C:12](=[O:16])[C:13]([CH3:15])=[CH2:14])=O.O=O. No catalyst specified. The product is [C:12]([O:11][C:9]1[CH:8]=[CH:17][C:1]([OH:5])=[CH:2][CH:3]=1)(=[O:16])[C:13]([CH3:15])=[CH2:14]. The yield is 0.970. (2) The reactants are [C:1]([N:8]1[CH2:15][C@H:14]([OH:16])[CH2:13][C@H:9]1[C:10]([OH:12])=[O:11])([O:3][C:4]([CH3:7])([CH3:6])[CH3:5])=[O:2].[H-].[Na+].Br[CH2:20][C:21]1[C:30]2[C:25](=[CH:26][CH:27]=[CH:28][CH:29]=2)[CH:24]=[CH:23][CH:22]=1.O. The catalyst is C1COCC1. The product is [C:1]([N:8]1[CH2:15][C@H:14]([O:16][CH2:20][C:21]2[C:30]3[C:25](=[CH:26][CH:27]=[CH:28][CH:29]=3)[CH:24]=[CH:23][CH:22]=2)[CH2:13][C@H:9]1[C:10]([OH:12])=[O:11])([O:3][C:4]([CH3:7])([CH3:6])[CH3:5])=[O:2]. The yield is 0.560.